The task is: Predict which catalyst facilitates the given reaction.. This data is from Catalyst prediction with 721,799 reactions and 888 catalyst types from USPTO. Reactant: [CH3:1][CH2:2][CH2:3][CH2:4][N:5]([C:16]1[N:21]=[CH:20][N:19]=[C:18]([N:22]([CH:40]2[CH2:45][C:44]([CH3:47])([CH3:46])[NH:43][C:42]([CH3:49])([CH3:48])[CH2:41]2)[CH2:23][CH2:24][CH2:25][CH2:26][CH2:27][CH2:28][NH:29][CH:30]2[CH2:35][C:34]([CH3:37])([CH3:36])[NH:33][C:32]([CH3:39])([CH3:38])[CH2:31]2)[N:17]=1)[CH:6]1[CH2:11][C:10]([CH3:13])([CH3:12])[NH:9][C:8]([CH3:15])([CH3:14])[CH2:7]1.OO.[OH2:52].O.O.O.O.O.O.O.O.O.C(=O)([O-])[O-].[Na+].[Na+]. Product: [CH3:1][CH2:2][CH2:3][CH2:4][N:5]([C:16]1[N:21]=[CH:20][N:19]=[C:18]([N:22]([CH:40]2[CH2:45][C:44]([CH3:47])([CH3:46])[NH:43][C:42]([CH3:48])([CH3:49])[CH2:41]2)[CH2:23][CH2:24][CH2:25][CH2:26][CH2:27][CH2:28][NH:29][CH:30]2[CH2:31][C:32]([CH3:39])([CH3:38])[NH:33][C:34]([CH3:37])([CH3:36])[CH2:35]2)[N:17]=1)[CH:6]1[CH2:11][C:10]([CH3:12])([CH3:13])[NH:9][C:8]([CH3:14])([CH3:15])[CH2:7]1.[NH:5]=[O:52]. The catalyst class is: 107.